This data is from NCI-60 drug combinations with 297,098 pairs across 59 cell lines. The task is: Regression. Given two drug SMILES strings and cell line genomic features, predict the synergy score measuring deviation from expected non-interaction effect. (1) Drug 1: CC1=C2C(C(=O)C3(C(CC4C(C3C(C(C2(C)C)(CC1OC(=O)C(C(C5=CC=CC=C5)NC(=O)OC(C)(C)C)O)O)OC(=O)C6=CC=CC=C6)(CO4)OC(=O)C)O)C)O. Drug 2: C1CC(=O)NC(=O)C1N2C(=O)C3=CC=CC=C3C2=O. Cell line: SNB-19. Synergy scores: CSS=27.5, Synergy_ZIP=-8.47, Synergy_Bliss=-1.29, Synergy_Loewe=-83.3, Synergy_HSA=-2.75. (2) Synergy scores: CSS=6.93, Synergy_ZIP=-1.95, Synergy_Bliss=3.99, Synergy_Loewe=5.17, Synergy_HSA=5.47. Cell line: TK-10. Drug 2: CCN(CC)CCNC(=O)C1=C(NC(=C1C)C=C2C3=C(C=CC(=C3)F)NC2=O)C. Drug 1: CCC1(CC2CC(C3=C(CCN(C2)C1)C4=CC=CC=C4N3)(C5=C(C=C6C(=C5)C78CCN9C7C(C=CC9)(C(C(C8N6C=O)(C(=O)OC)O)OC(=O)C)CC)OC)C(=O)OC)O.OS(=O)(=O)O. (3) Drug 2: CC12CCC3C(C1CCC2=O)CC(=C)C4=CC(=O)C=CC34C. Drug 1: CC1=C2C(C(=O)C3(C(CC4C(C3C(C(C2(C)C)(CC1OC(=O)C(C(C5=CC=CC=C5)NC(=O)OC(C)(C)C)O)O)OC(=O)C6=CC=CC=C6)(CO4)OC(=O)C)OC)C)OC. Cell line: NCIH23. Synergy scores: CSS=36.2, Synergy_ZIP=-3.19, Synergy_Bliss=-8.67, Synergy_Loewe=-11.9, Synergy_HSA=-5.53. (4) Drug 1: C1CCC(CC1)NC(=O)N(CCCl)N=O. Drug 2: C#CCC(CC1=CN=C2C(=N1)C(=NC(=N2)N)N)C3=CC=C(C=C3)C(=O)NC(CCC(=O)O)C(=O)O. Cell line: M14. Synergy scores: CSS=3.92, Synergy_ZIP=-2.95, Synergy_Bliss=-4.36, Synergy_Loewe=-8.39, Synergy_HSA=-4.43. (5) Drug 1: CC(CN1CC(=O)NC(=O)C1)N2CC(=O)NC(=O)C2. Drug 2: C1=NC2=C(N1)C(=S)N=CN2. Cell line: BT-549. Synergy scores: CSS=5.58, Synergy_ZIP=-11.0, Synergy_Bliss=-16.9, Synergy_Loewe=-20.1, Synergy_HSA=-15.5. (6) Cell line: SF-295. Drug 1: CC1C(C(CC(O1)OC2CC(OC(C2O)C)OC3=CC4=CC5=C(C(=O)C(C(C5)C(C(=O)C(C(C)O)O)OC)OC6CC(C(C(O6)C)O)OC7CC(C(C(O7)C)O)OC8CC(C(C(O8)C)O)(C)O)C(=C4C(=C3C)O)O)O)O. Drug 2: N.N.Cl[Pt+2]Cl. Synergy scores: CSS=61.4, Synergy_ZIP=-2.09, Synergy_Bliss=-3.17, Synergy_Loewe=-3.41, Synergy_HSA=-1.42.